Dataset: CYP3A4 inhibition data for predicting drug metabolism from PubChem BioAssay. Task: Regression/Classification. Given a drug SMILES string, predict its absorption, distribution, metabolism, or excretion properties. Task type varies by dataset: regression for continuous measurements (e.g., permeability, clearance, half-life) or binary classification for categorical outcomes (e.g., BBB penetration, CYP inhibition). Dataset: cyp3a4_veith. (1) The drug is COC(=O)[C@@]1(Cc2ccc(OC)cc2)[C@H]2c3cc(C(=O)N4CCCC4)n(Cc4cc(C)n(C)n4)c3C[C@H]2CN1C(=O)c1ccccc1. The result is 1 (inhibitor). (2) The molecule is CN1C(C(=O)Nc2ccccn2)=C(O)c2sccc2S1(=O)=O. The result is 0 (non-inhibitor).